Dataset: Experimentally validated miRNA-target interactions with 360,000+ pairs, plus equal number of negative samples. Task: Binary Classification. Given a miRNA mature sequence and a target amino acid sequence, predict their likelihood of interaction. (1) The miRNA is hsa-miR-6884-5p with sequence AGAGGCUGAGAAGGUGAUGUUG. The protein sequence of the target gene is MRLAEERAALAAENADGEPGADRRLRLLGTYVAMSLRPAAGAWERCAGSAEAEQLLQAFLGRDAAEGPRPLLVVRPGPRGLAIRPGLEVGPESGLAGAKALFFLRTGPEPPGPDSFRGAVVCGDLPAAPLEHLAALFSEVVLPVLANEKNRLNWPHMICEDVRRHAHSLQCDLSVILEQVKGKTLLPLPAGSEKMEFADSKSETVLDSIDKSVIYAIESAVIKWSYQVQVVLKRESSQPLLQGENPTPKVELEFWKSRYEDLKYIYNQLRTITVRGMAKLLDKLQSSYFPAFKAMYRDVV.... Result: 1 (interaction). (2) The miRNA is hsa-miR-186-3p with sequence GCCCAAAGGUGAAUUUUUUGGG. The protein sequence of the target gene is MSFSLNFTLPANTTSSPVTGGKETDCGPSLGLAAGIPLLVATALLVALLFTLIHRRRSSIEAMEESDRPCEISEIDDNPKISENPRRSPTHEKNTMGAQEAHIYVKTVAGSEEPVHDRYRPTIEMERRRGLWWLVPRLSLE. Result: 1 (interaction). (3) The miRNA is hsa-miR-3193 with sequence UCCUGCGUAGGAUCUGAGGAGU. The protein sequence of the target gene is MDSMPEPASRCLLLLPLLLLLLLLLPAPELGPSQAGAEENDWVRLPSKCEVCKYVAVELKSAFEETGKTKEVIGTGYGILDQKASGVKYTKSDLRLIEVTETICKRLLDYSLHKERTGSNRFAKGMSETFETLHNLVHKGVKVVMDIPYELWNETSAEVADLKKQCDVLVEEFEEVIEDWYRNHQEEDLTEFLCANHVLKGKDTSCLAEQWSGKKGDTAALGGKKSKKKSSRAKAAGGRSSSSKQRKELGGLEGDPSPEEDEGIQKASPLTHSPPDEL. Result: 0 (no interaction). (4) The miRNA is hsa-miR-6737-5p with sequence UUGGGGUGGUCGGCCCUGGAG. The protein sequence of the target gene is MATGTQQKENTLLHLFAGGCGGTVGAIFTCPLEVIKTRLQSSRLALRTVYYPQVHLGTISGAGMVRPTSVTPGLLQVLKSILEKEGPKSLFRGLGPNLVGVAPSRAVYFACYSKAKEQFNGIFVPNSNTVHILSAGSAAFVTNTLMNPIWMVKTRMQLERKVRGCKQMNTLQCARRVYQTEGVRGFYRGLTASYAGISETIICFAIYESLKKCLKDAPIVSSTDGAEKSSSGFFGLMAAAAVSKGCASCIAYPHEVIRTRLREEGSKYRSFVQTARLVFREEGYLAFYRGLFAQLIRQIP.... Result: 0 (no interaction). (5) The miRNA is hsa-miR-512-3p with sequence AAGUGCUGUCAUAGCUGAGGUC. The protein sequence of the target gene is MWSRLVWLGLRAPLGGRQGFTSKADPQGSGRITAAVIEHLERLALVDFGSREAVARLEKAIAFADRLRAVDTDGVEPMESVLEDRCLYLRSDNVVEGNCADELLQNSHRVVEEYFVAPPGNISLPKLDEQEPFPHS. Result: 0 (no interaction). (6) The miRNA is hsa-miR-302b-5p with sequence ACUUUAACAUGGAAGUGCUUUC. The protein sequence of the target gene is MTGSNEFKLNQPPEDGISSVKFSPNTSQFLLVSSWDTSVRLYDVPANSMRLKYQHTGAVLDCAFYDPTHAWSGGLDHQLKMHDLNTDQENLVGTHDAPIRCVEYCPEVNVMVTGSWDQTVKLWDPRTPCNAGTFSQPEKVYTLSVSGDRLIVGTAGRRVLVWDLRNMGYVQQRRESSLKYQTRCIRAFPNKQGYVLSSIEGRVAVEYLDPSPEVQKKKYAFKCHRLKENNIEQIYPVNAISFHNIHNTFATGGSDGFVNIWDPFNKKRLCQFHRYPTSIASLAFSNDGTTLAIASSYMYE.... Result: 1 (interaction). (7) The miRNA is hsa-miR-130b-3p with sequence CAGUGCAAUGAUGAAAGGGCAU. The protein sequence of the target gene is MNPRQGYSLSGYYTHPFQGYEHRQLRYQQPGPGSSPSSFLLKQIEFLKGQLPEAPVIGKQTPSLPPSLPGLRPRFPVLLASSTRGRQVDIRGVPRGVHLRSQGLQRGFQHPSPRGRSLPQRGVDCLSSHFQELSIYQDQEQRILKFLEELGEGKATTAHDLSGKLGTPKKEINRVLYSLAKKGKLQKEAGTPPLWKIAVSTQAWNQHSGVVRPDGHSQGAPNSDPSLEPEDRNSTSVSEDLLEPFIAVSAQAWNQHSGVVRPDSHSQGSPNSDPGLEPEDSNSTSALEDPLEFLDMAEIK.... Result: 1 (interaction). (8) The miRNA is dme-let-7-5p with sequence UGAGGUAGUAGGUUGUAUAGU. The protein sequence of the target gene is MAAAFRKAAKSRQREHRERSQPGFRKHLGLLEKKKDYKLRADDYRKKQEYLKALRKKALEKNPDEFYYKMTRVKLQDGVHIIKETKEEVTPEQLKLMRTQDVKYIEMKRVAEAKKIERLKSELHLLDFQGKQQNKHVFFFDTKKEVEQFDVATHLQTAPELVDRVFNRPRIETLQKEKVKGVTNQTGLKRIAKERQKQYNCLTQRIEREKKLFVIAQKIQTRKDLMDKTQKVKVKKETVNSPAIYKFQSRRKR. Result: 0 (no interaction). (9) The miRNA is mmu-miR-877-3p with sequence UGUCCUCUUCUCCCUCCUCCCA. The protein sequence of the target gene is MVSRKAVAALLVVHVAAMLASQTEAFVPIFTYGELQRMQEKERNKGQKKSLSVWQRSGEEGPVDPAEPIREEENEMIKLTAPLEIGMRMNSRQLEKYPATLEGLLSEMLPQHAAK. Result: 0 (no interaction).